Dataset: Forward reaction prediction with 1.9M reactions from USPTO patents (1976-2016). Task: Predict the product of the given reaction. (1) The product is: [CH2:1]([O:3][C:4](=[O:8])[C:5]([C:6]#[N:7])=[CH:13][C:12]1[CH:15]=[CH:16][CH:17]=[C:10]([F:9])[CH:11]=1)[CH3:2]. Given the reactants [CH2:1]([O:3][C:4](=[O:8])[CH2:5][C:6]#[N:7])[CH3:2].[F:9][C:10]1[CH:11]=[C:12]([CH:15]=[CH:16][CH:17]=1)[CH:13]=O, predict the reaction product. (2) Given the reactants [C:1]([C:4]1[CH:5]=[N:6][C:7]2[C:12]([C:13]=1[NH:14][C@H:15]1[CH2:20][CH2:19][C@H:18]([CH2:21][N:22]3[CH2:27][CH2:26][N:25](C(OC(C)(C)C)=O)[CH2:24][CH2:23]3)[CH2:17][CH2:16]1)=[CH:11][C:10]([C:35]1[CH:40]=[C:39]([F:41])[C:38]([OH:42])=[C:37]([Cl:43])[CH:36]=1)=[CH:9][CH:8]=2)(=[O:3])[CH3:2].O.[ClH:45], predict the reaction product. The product is: [ClH:43].[ClH:45].[Cl:43][C:37]1[CH:36]=[C:35]([C:10]2[CH:11]=[C:12]3[C:7](=[CH:8][CH:9]=2)[N:6]=[CH:5][C:4]([C:1](=[O:3])[CH3:2])=[C:13]3[NH:14][C@H:15]2[CH2:20][CH2:19][C@H:18]([CH2:21][N:22]3[CH2:27][CH2:26][NH:25][CH2:24][CH2:23]3)[CH2:17][CH2:16]2)[CH:40]=[C:39]([F:41])[C:38]=1[OH:42]. (3) Given the reactants C([O:3][CH:4](OCC)[C:5]1[CH:33]=[CH:32][C:8]([CH2:9][N:10]([CH2:18][C:19]2[N:20](COCC[Si](C)(C)C)[CH:21]=[CH:22][N:23]=2)[C:11]([C:13]2[NH:14][CH:15]=[CH:16][N:17]=2)=[O:12])=[CH:7][CH:6]=1)C, predict the reaction product. The product is: [CH:4]([C:5]1[CH:6]=[CH:7][C:8]([CH2:9][N:10]([CH2:18][C:19]2[NH:20][CH:21]=[CH:22][N:23]=2)[C:11]([C:13]2[NH:17][CH:16]=[CH:15][N:14]=2)=[O:12])=[CH:32][CH:33]=1)=[O:3]. (4) Given the reactants C1C2C(=CC=CC=2)CC(C(O)=O)N1.[CH:14]1([C:24]([OH:26])=[O:25])[C:23]2[C:18](=[CH:19][CH:20]=[CH:21][CH:22]=2)[CH2:17][CH2:16][NH:15]1.[N+:27]([O-])([O-:29])=[O:28].[K+], predict the reaction product. The product is: [N+:27]([C:20]1[CH:19]=[C:18]2[C:23](=[CH:22][CH:21]=1)[CH:14]([C:24]([OH:26])=[O:25])[NH:15][CH2:16][CH2:17]2)([O-:29])=[O:28]. (5) The product is: [OH:36][C:33]1([CH3:37])[CH2:34][CH2:35][CH:30]([O:29][C:4]2[C:5]3[C:10]([C:11]4[CH:20]=[CH:19][C:14]5[N:15]=[C:16]([CH3:18])[O:17][C:13]=5[CH:12]=4)=[CH:9][N:8]([CH2:21][O:22][CH2:23][CH2:24][Si:25]([CH3:28])([CH3:27])[CH3:26])[C:6]=3[N:7]=[C:2]([NH:38][C:39]3[CH:48]=[CH:47][C:42]([C:43]([NH:45][CH3:46])=[O:44])=[CH:41][C:40]=3[CH3:49])[N:3]=2)[CH2:31][CH2:32]1. Given the reactants Cl[C:2]1[N:3]=[C:4]([O:29][CH:30]2[CH2:35][CH2:34][C:33]([CH3:37])([OH:36])[CH2:32][CH2:31]2)[C:5]2[C:10]([C:11]3[CH:20]=[CH:19][C:14]4[N:15]=[C:16]([CH3:18])[O:17][C:13]=4[CH:12]=3)=[CH:9][N:8]([CH2:21][O:22][CH2:23][CH2:24][Si:25]([CH3:28])([CH3:27])[CH3:26])[C:6]=2[N:7]=1.[NH2:38][C:39]1[CH:48]=[CH:47][C:42]([C:43]([NH:45][CH3:46])=[O:44])=[CH:41][C:40]=1[CH3:49].C(=O)([O-])[O-].[Cs+].[Cs+].C1(P(C2C=CC=CC=2)C2C=CC3C(=CC=CC=3)C=2C2C3C(=CC=CC=3)C=CC=2P(C2C=CC=CC=2)C2C=CC=CC=2)C=CC=CC=1, predict the reaction product. (6) Given the reactants [F:1][C:2]1[C:7]([F:8])=[C:6]([C:9]2[S:10][CH:11]=[CH:12][CH:13]=2)[C:5]([NH2:14])=[C:4]([NH2:15])[C:3]=1[C:16]1[S:17][CH:18]=[CH:19][CH:20]=1.[S:21](=NC1C=CC=CC=1)=O.Cl[Si](C)(C)C, predict the reaction product. The product is: [F:8][C:7]1[C:2]([F:1])=[C:3]([C:16]2[S:17][CH:18]=[CH:19][CH:20]=2)[C:4]2=[N:15][S:21][N:14]=[C:5]2[C:6]=1[C:9]1[S:10][CH:11]=[CH:12][CH:13]=1.